From a dataset of Full USPTO retrosynthesis dataset with 1.9M reactions from patents (1976-2016). Predict the reactants needed to synthesize the given product. (1) Given the product [Cl:2][C:3]1[CH:12]=[C:11]2[C:6]([CH:7]=[CH:8][C:9]([CH:13]=[CH:14][C:15]3[CH:16]=[C:17]([C@H:21]([S:34][CH2:35][C:36]4([CH2:40][C:39]([OH:42])=[O:41])[CH2:38][CH2:37]4)[CH2:22][CH2:23][C:24]4[CH:29]=[CH:28][CH:27]=[CH:26][C:25]=4[C:30]([OH:33])([CH3:32])[CH3:31])[CH:18]=[CH:19][CH:20]=3)=[N:10]2)=[CH:5][CH:4]=1, predict the reactants needed to synthesize it. The reactants are: [Na].[Cl:2][C:3]1[CH:12]=[C:11]2[C:6]([CH:7]=[CH:8][C:9]([CH:13]=[CH:14][C:15]3[CH:16]=[C:17]([C@H:21]([S:34][CH2:35][CH:36]4[CH2:38][CH2:37]4)[CH2:22][CH2:23][C:24]4[CH:29]=[CH:28][CH:27]=[CH:26][C:25]=4[C:30]([OH:33])([CH3:32])[CH3:31])[CH:18]=[CH:19][CH:20]=3)=[N:10]2)=[CH:5][CH:4]=1.[C:39]([O:42]CC)(=[O:41])[CH3:40].C(Cl)Cl. (2) Given the product [CH3:1][S:2][C:3]1[C:8]2[CH:9]=[C:10]3[N:14]([C:7]=2[CH:6]=[CH:5][N:4]=1)[CH2:13][CH2:12][CH:11]3[CH2:15][C:16]([O:18][CH3:19])=[O:17], predict the reactants needed to synthesize it. The reactants are: [CH3:1][S:2][C:3]1[C:8]2[CH:9]=[C:10]3[N:14]([C:7]=2[CH:6]=[CH:5][N:4]=1)[CH2:13][CH2:12][CH:11]3[CH:15](C(OC)=O)[C:16]([O:18][CH3:19])=[O:17].CS(C)=O.[Na+].[Cl-]. (3) The reactants are: [NH:1]1[CH2:5][CH2:4][CH2:3][CH2:2]1.C1(C)C=CC=CC=1.[CH2:13]([O:20][C:21]1[C:22]([CH3:30])=[N:23][C:24](Br)=[C:25]([CH3:28])[C:26]=1[CH3:27])[C:14]1[CH:19]=[CH:18][CH:17]=[CH:16][CH:15]=1.CC([O-])(C)C.[Na+]. Given the product [CH2:13]([O:20][C:21]1[C:22]([CH3:30])=[N:23][C:24]([N:1]2[CH2:5][CH2:4][CH2:3][CH2:2]2)=[C:25]([CH3:28])[C:26]=1[CH3:27])[C:14]1[CH:15]=[CH:16][CH:17]=[CH:18][CH:19]=1, predict the reactants needed to synthesize it. (4) Given the product [CH3:1][O:2][C:24](=[O:28])[CH2:23][CH2:22][CH2:21][CH2:25][CH2:14][N:13]([CH3:12])[CH3:27], predict the reactants needed to synthesize it. The reactants are: [CH:1](O)=[O:2].CCN(C([C@@H]1C=[C:25]2[C@@H:14](CC3C4[C:21]2=[CH:22][CH:23]=[CH:24]C=4NC=3)[N:13]([CH3:27])[CH2:12]1)=O)CC.[OH2:28]. (5) Given the product [N+:9]([C:6]1[CH:7]=[CH:8][C:3]([CH2:2][N:18]2[CH2:23][CH2:22][CH2:21][CH2:20][CH2:19]2)=[CH:4][CH:5]=1)([O-:11])=[O:10], predict the reactants needed to synthesize it. The reactants are: Cl[CH2:2][C:3]1[CH:8]=[CH:7][C:6]([N+:9]([O-:11])=[O:10])=[CH:5][CH:4]=1.C(=O)([O-])[O-].[K+].[K+].[NH:18]1[CH2:23][CH2:22][CH2:21][CH2:20][CH2:19]1.